This data is from Peptide-MHC class I binding affinity with 185,985 pairs from IEDB/IMGT. The task is: Regression. Given a peptide amino acid sequence and an MHC pseudo amino acid sequence, predict their binding affinity value. This is MHC class I binding data. (1) The peptide sequence is VCNVYVKF. The MHC is Mamu-B52 with pseudo-sequence Mamu-B52. The binding affinity (normalized) is 0.433. (2) The peptide sequence is RRARSLSAERY. The MHC is HLA-A29:02 with pseudo-sequence HLA-A29:02. The binding affinity (normalized) is 0.0425. (3) The peptide sequence is LFQEQDKELY. The MHC is Mamu-B17 with pseudo-sequence Mamu-B17. The binding affinity (normalized) is 0.0532.